This data is from Catalyst prediction with 721,799 reactions and 888 catalyst types from USPTO. The task is: Predict which catalyst facilitates the given reaction. (1) Reactant: C(O)(=O)C.[Br:5][C:6]1[C:11]([CH3:12])=[CH:10][C:9]([N+:13]([O-])=O)=[CH:8][C:7]=1[Cl:16].O.C(=O)(O)[O-].[Na+]. Product: [Br:5][C:6]1[C:11]([CH3:12])=[CH:10][C:9]([NH2:13])=[CH:8][C:7]=1[Cl:16]. The catalyst class is: 186. (2) Reactant: [C:1]([C:5]1[CH:11]=[CH:10][C:8]([NH2:9])=[C:7]([F:12])[CH:6]=1)([CH3:4])([CH3:3])[CH3:2].[CH3:13][CH:14]([C:20]([CH3:22])=O)[C:15](OCC)=[O:16].B(F)(F)F.CCOCC. Product: [CH3:22][C:20]1[C:14]([CH3:13])=[C:15]([OH:16])[C:10]2[C:8](=[C:7]([F:12])[CH:6]=[C:5]([C:1]([CH3:4])([CH3:2])[CH3:3])[CH:11]=2)[N:9]=1. The catalyst class is: 11.